From a dataset of M1 muscarinic receptor antagonist screen with 61,756 compounds. Binary Classification. Given a drug SMILES string, predict its activity (active/inactive) in a high-throughput screening assay against a specified biological target. (1) The compound is S(=O)(=O)(N1CCC(CC1)C(=O)N1CC(N(CC1)c1cc(ccc1)C)C)c1c2nsnc2ccc1. The result is 0 (inactive). (2) The drug is FC(F)(F)c1n2ncc(C(=O)N3CCCCCC3)c2nc(c1)c1occc1. The result is 0 (inactive). (3) The compound is s1c(SCC)c(C2C3=C(N(C(N)=C2C#N)c2cccnc2)CCCC3=O)cc1. The result is 0 (inactive). (4) The compound is S(c1nn2c(nnc2c2ncccc2)cc1)CC(=O)Nc1cc2OCCOc2cc1. The result is 0 (inactive). (5) The drug is O=C1N(Cc2ccc(OC)cc2)C(Nc2c(CC)cccc2)=NC1. The result is 0 (inactive). (6) The compound is s1c(nc(c2ccc(cc2)C)c1)NC(=O)c1oncc1. The result is 0 (inactive). (7) The drug is S(c1nc2OC(Cc2c(n1)C)CN1C(=O)c2c(C1=O)cccc2)C. The result is 0 (inactive). (8) The compound is S(c1c(=O)n([nH]c1C)C(C)(C)C)c1ccccc1. The result is 0 (inactive). (9) The drug is S(c1oc(nn1)C1N(CCC1)C(OC(C)(C)C)=O)CC(=O)Nc1c(c(ccc1)C)C. The result is 0 (inactive). (10) The drug is S(CC(=O)NC(C)(C)C)c1sc(NC(=O)C)nn1. The result is 0 (inactive).